Predict which catalyst facilitates the given reaction. From a dataset of Catalyst prediction with 721,799 reactions and 888 catalyst types from USPTO. Reactant: [NH2:1][CH2:2][CH2:3][CH2:4]O.Cl[C:7]1[C:16]2[C:11](=[CH:12][CH:13]=[CH:14][CH:15]=2)[N:10]=[C:9]([CH3:17])[CH:8]=1.[I-].[K+]. Product: [CH3:17][C:9]1[CH:8]=[C:7]([NH:1][CH2:2][CH2:3][CH2:4][N:10]2[CH2:11][CH2:16][CH2:7][CH2:8][CH2:9]2)[C:16]2[C:11](=[CH:12][CH:13]=[CH:14][CH:15]=2)[N:10]=1. The catalyst class is: 66.